The task is: Regression. Given a peptide amino acid sequence and an MHC pseudo amino acid sequence, predict their binding affinity value. This is MHC class I binding data.. This data is from Peptide-MHC class I binding affinity with 185,985 pairs from IEDB/IMGT. (1) The peptide sequence is VPGFHGWAT. The MHC is HLA-B51:01 with pseudo-sequence HLA-B51:01. The binding affinity (normalized) is 0.0847. (2) The binding affinity (normalized) is 0.0847. The peptide sequence is KPKVASEAF. The MHC is HLA-A26:01 with pseudo-sequence HLA-A26:01. (3) The MHC is HLA-A03:01 with pseudo-sequence HLA-A03:01. The peptide sequence is LARWSSFKK. The binding affinity (normalized) is 0.524. (4) The peptide sequence is SCINGQCPY. The MHC is HLA-A26:01 with pseudo-sequence HLA-A26:01. The binding affinity (normalized) is 0.288.